Dataset: NCI-60 drug combinations with 297,098 pairs across 59 cell lines. Task: Regression. Given two drug SMILES strings and cell line genomic features, predict the synergy score measuring deviation from expected non-interaction effect. Drug 1: CCC1=CC2CC(C3=C(CN(C2)C1)C4=CC=CC=C4N3)(C5=C(C=C6C(=C5)C78CCN9C7C(C=CC9)(C(C(C8N6C)(C(=O)OC)O)OC(=O)C)CC)OC)C(=O)OC.C(C(C(=O)O)O)(C(=O)O)O. Drug 2: CCC1(CC2CC(C3=C(CCN(C2)C1)C4=CC=CC=C4N3)(C5=C(C=C6C(=C5)C78CCN9C7C(C=CC9)(C(C(C8N6C)(C(=O)OC)O)OC(=O)C)CC)OC)C(=O)OC)O.OS(=O)(=O)O. Cell line: RPMI-8226. Synergy scores: CSS=74.2, Synergy_ZIP=10.6, Synergy_Bliss=11.6, Synergy_Loewe=-2.94, Synergy_HSA=12.6.